From a dataset of Forward reaction prediction with 1.9M reactions from USPTO patents (1976-2016). Predict the product of the given reaction. Given the reactants [CH2:1]([O:3][C:4]([C:6]1[CH:7]=[C:8]2[C:13](=[CH:14][CH:15]=1)[N:12]=[CH:11][C:10]([C:16]#[N:17])=[C:9]2Cl)=[O:5])[CH3:2].[CH2:19](B(O)O)[CH2:20][CH2:21][CH2:22][CH2:23][CH3:24].C(=O)([O-])[O-].[Na+].[Na+], predict the reaction product. The product is: [CH2:1]([O:3][C:4]([C:6]1[CH:7]=[C:8]2[C:13](=[CH:14][CH:15]=1)[N:12]=[CH:11][C:10]([C:16]#[N:17])=[C:9]2[CH2:19][CH2:20][CH2:21][CH2:22][CH2:23][CH3:24])=[O:5])[CH3:2].